From a dataset of Full USPTO retrosynthesis dataset with 1.9M reactions from patents (1976-2016). Predict the reactants needed to synthesize the given product. (1) Given the product [Cl:1][C:2]1[C:3]2[CH2:24][N:25]([C@H:26]([CH2:35][C:36]#[N:37])[C:27]([NH:29][CH:30]3[CH2:31][CH2:32][CH2:33][CH2:34]3)=[O:28])[C:11](=[O:13])[C:10]3=[CH:9][N:8]([S:14]([C:17]4[CH:23]=[CH:22][C:20]([CH3:21])=[CH:19][CH:18]=4)(=[O:16])=[O:15])[C:5]([C:4]=23)=[N:6][CH:7]=1, predict the reactants needed to synthesize it. The reactants are: [Cl:1][C:2]1[C:3]([CH2:24][NH:25][C@H:26]([CH2:35][C:36]#[N:37])[C:27]([NH:29][CH:30]2[CH2:34][CH2:33][CH2:32][CH2:31]2)=[O:28])=[C:4]2[C:10]([C:11]([OH:13])=O)=[CH:9][N:8]([S:14]([C:17]3[CH:23]=[CH:22][C:20]([CH3:21])=[CH:19][CH:18]=3)(=[O:16])=[O:15])[C:5]2=[N:6][CH:7]=1.CN(C(ON1N=NC2C=CC=NC1=2)=[N+](C)C)C.F[P-](F)(F)(F)(F)F.CN1CCOCC1. (2) Given the product [Br:1][C:2]1[CH:3]=[C:4]2[C:9](=[CH:10][CH:11]=1)[CH:8]=[C:7]([O:21][CH2:20][CH2:19][C:15]1[CH:14]=[N:13][CH:18]=[CH:17][CH:16]=1)[CH:6]=[CH:5]2, predict the reactants needed to synthesize it. The reactants are: [Br:1][C:2]1[CH:3]=[C:4]2[C:9](=[CH:10][CH:11]=1)[C:8](O)=[CH:7][CH:6]=[CH:5]2.[N:13]1[CH:18]=[CH:17][CH:16]=[C:15]([CH2:19][CH2:20][OH:21])[CH:14]=1.C1(P(C2C=CC=CC=2)C2C=CC=CC=2)C=CC=CC=1.N(C(OC(C)C)=O)=NC(OC(C)C)=O.